From a dataset of Reaction yield outcomes from USPTO patents with 853,638 reactions. Predict the reaction yield, written as a fraction of the theoretical maximum amount of product (1.0 means a 100% yield; for example, 0.34 means a 34% yield). (1) The reactants are [F:1][C:2]1[N:10]=[C:9]2[C:5]([NH:6][CH:7]=[N:8]2)=[C:4]([Cl:11])[N:3]=1.[C:12]1(B(O)O)[CH:17]=[CH:16][CH:15]=[CH:14][CH:13]=1.C(N(CC)CC)C. The catalyst is O1CCOCC1.C(Cl)Cl.C([O-])(=O)C.[Cu+2].C([O-])(=O)C. The product is [F:1][C:2]1[N:10]=[C:9]2[C:5]([N:6]=[CH:7][N:8]2[C:12]2[CH:17]=[CH:16][CH:15]=[CH:14][CH:13]=2)=[C:4]([Cl:11])[N:3]=1. The yield is 0.240. (2) The reactants are [N:1]#[C:2][NH2:3].[Na].[F:5][C:6]1[CH:16]=[CH:15][C:9]([O:10][CH2:11][CH:12]2[CH2:14][O:13]2)=[CH:8][CH:7]=1. The catalyst is CO. The product is [F:5][C:6]1[CH:16]=[CH:15][C:9]([O:10][CH2:11][CH:12]2[O:13][C:2]([NH2:3])=[N:1][CH2:14]2)=[CH:8][CH:7]=1. The yield is 0.370. (3) The reactants are C[Si]([Br:5])(C)C.[Cl:6][C:7]1[CH:8]=[C:9]([CH:12]=[C:13]([Cl:25])[C:14]=1[C:15]1[S:16][C:17]2[C:18](Cl)=[N:19][CH:20]=[CH:21][C:22]=2[N:23]=1)[C:10]#[N:11].C(=O)([O-])[O-].[K+].[K+].C(Cl)Cl. The catalyst is C(#N)CC. The product is [Br:5][C:18]1[C:17]2[S:16][C:15]([C:14]3[C:7]([Cl:6])=[CH:8][C:9]([C:10]#[N:11])=[CH:12][C:13]=3[Cl:25])=[N:23][C:22]=2[CH:21]=[CH:20][N:19]=1. The yield is 0.960. (4) The reactants are [CH3:1][O:2][C:3](=[O:12])[CH2:4][C:5]1[CH:6]=[N:7][CH:8]=[C:9](Br)[CH:10]=1.C1(P(C2CCCCC2)C2C=CC=CC=2C2C(OC)=CC=CC=2OC)CCCCC1.P([O-])([O-])([O-])=O.[K+].[K+].[K+].[CH2:50]([C:52]([C:75]1[CH:80]=[CH:79][C:78](B2OC(C)(C)C(C)(C)O2)=[C:77]([CH3:90])[CH:76]=1)([C:55]1[CH:60]=[CH:59][C:58]([C:61]#[C:62][C:63]2([O:69][Si:70]([CH3:73])([CH3:72])[CH3:71])[CH2:68][CH2:67][S:66][CH2:65][CH2:64]2)=[C:57]([CH3:74])[CH:56]=1)[CH2:53][CH3:54])[CH3:51]. The catalyst is C1(C)C=CC=CC=1.C([O-])(=O)C.[Pd+2].C([O-])(=O)C.O. The product is [CH3:1][O:2][C:3](=[O:12])[CH2:4][C:5]1[CH:6]=[N:7][CH:8]=[C:9]([C:78]2[CH:79]=[CH:80][C:75]([C:52]([CH2:53][CH3:54])([C:55]3[CH:60]=[CH:59][C:58]([C:61]#[C:62][C:63]4([O:69][Si:70]([CH3:71])([CH3:73])[CH3:72])[CH2:68][CH2:67][S:66][CH2:65][CH2:64]4)=[C:57]([CH3:74])[CH:56]=3)[CH2:50][CH3:51])=[CH:76][C:77]=2[CH3:90])[CH:10]=1. The yield is 0.790. (5) The reactants are [C:1]([C:5]1[CH:6]=[C:7]2[C:12](=[C:13]([C:15]([CH3:18])([CH3:17])[CH3:16])[CH:14]=1)[O:11][CH:10]([C:19]([O:21]CCCC)=[O:20])[CH2:9][CH2:8]2)([CH3:4])([CH3:3])[CH3:2].[OH-].[Na+].CO. The catalyst is C1(C)C=CC=CC=1. The product is [C:1]([C:5]1[CH:6]=[C:7]2[C:12](=[C:13]([C:15]([CH3:18])([CH3:17])[CH3:16])[CH:14]=1)[O:11][CH:10]([C:19]([OH:21])=[O:20])[CH2:9][CH2:8]2)([CH3:4])([CH3:2])[CH3:3]. The yield is 0.980. (6) The reactants are C(Cl)(=O)C(Cl)=O.[Br:7][C:8]1[CH:16]=[CH:15][C:11]([C:12]([OH:14])=O)=[C:10]([CH3:17])[CH:9]=1.Br.Br[CH2:20][CH2:21][NH2:22].C(N(CC)CC)C. The catalyst is C(Cl)Cl.CN(C=O)C.C1C=CC=CC=1.O. The product is [Br:7][C:8]1[CH:16]=[CH:15][C:11]([C:12]2[O:14][CH2:20][CH2:21][N:22]=2)=[C:10]([CH3:17])[CH:9]=1. The yield is 0.150. (7) The yield is 0.800. The product is [Cl:1][C:2]1[C:10]([Cl:11])=[CH:9][C:5]([C:6]([NH:13][C:14]2[CH:15]=[CH:16][C:17]([C:18]([O:20][CH3:21])=[O:19])=[CH:22][CH:23]=2)=[O:7])=[C:4]([F:12])[CH:3]=1. The catalyst is ClCCl. The reactants are [Cl:1][C:2]1[C:10]([Cl:11])=[CH:9][C:5]([C:6](Cl)=[O:7])=[C:4]([F:12])[CH:3]=1.[NH2:13][C:14]1[CH:23]=[CH:22][C:17]([C:18]([O:20][CH3:21])=[O:19])=[CH:16][CH:15]=1.N1C=CC=CC=1.O. (8) The product is [C:1]1([C:18]2[CH:23]=[CH:22][CH:21]=[CH:20][CH:19]=2)[CH:6]=[CH:5][CH:4]=[CH:3][C:2]=1[CH2:7][C:8]1[CH:9]=[CH:10][C:11]2[N:12]([C:14]([Cl:26])=[N:15][N:16]=2)[N:13]=1. The catalyst is ClCCl. The reactants are [C:1]1([C:18]2[CH:23]=[CH:22][CH:21]=[CH:20][CH:19]=2)[CH:6]=[CH:5][CH:4]=[CH:3][C:2]=1[CH2:7][C:8]1[CH:9]=[CH:10][C:11]2[N:12]([C:14](=O)[NH:15][N:16]=2)[N:13]=1.P(Cl)(Cl)([Cl:26])=O. The yield is 0.100.